From a dataset of CYP2D6 inhibition data for predicting drug metabolism from PubChem BioAssay. Regression/Classification. Given a drug SMILES string, predict its absorption, distribution, metabolism, or excretion properties. Task type varies by dataset: regression for continuous measurements (e.g., permeability, clearance, half-life) or binary classification for categorical outcomes (e.g., BBB penetration, CYP inhibition). Dataset: cyp2d6_veith. (1) The molecule is COc1ccccc1N1CCN(CCn2c(=O)[nH]c3c([nH]c4ccccc43)c2=O)CC1. The result is 0 (non-inhibitor). (2) The compound is CC(C)CCC(=O)O.C[C@]12CCC[C@@H]1[C@@H]1C(=O)C[C@H]3CC(=O)CC[C@@]3(C)[C@H]1CC2=O. The result is 0 (non-inhibitor).